From a dataset of Full USPTO retrosynthesis dataset with 1.9M reactions from patents (1976-2016). Predict the reactants needed to synthesize the given product. (1) Given the product [Cl:1][C:2]1[C:3]2[N:4]([C:8]([C:13]3[CH:14]=[C:15]([CH:16]=[CH:17][CH:18]=3)[O:19][C:21]3[CH:22]=[C:23]([S:27]([N:30]([CH2:40][C:41]4[CH:46]=[CH:45][C:44]([O:47][CH3:48])=[CH:43][CH:42]=4)[CH2:31][C:32]4[CH:37]=[CH:36][C:35]([O:38][CH3:39])=[CH:34][CH:33]=4)(=[O:29])=[O:28])[CH:24]=[CH:25][CH:26]=3)=[C:9]([CH2:11][CH3:12])[N:10]=2)[CH:5]=[CH:6][CH:7]=1, predict the reactants needed to synthesize it. The reactants are: [Cl:1][C:2]1[C:3]2[N:4]([C:8]([C:13]3[CH:14]=[C:15]([OH:19])[CH:16]=[CH:17][CH:18]=3)=[C:9]([CH2:11][CH3:12])[N:10]=2)[CH:5]=[CH:6][CH:7]=1.Br[C:21]1[CH:22]=[C:23]([S:27]([N:30]([CH2:40][C:41]2[CH:46]=[CH:45][C:44]([O:47][CH3:48])=[CH:43][CH:42]=2)[CH2:31][C:32]2[CH:37]=[CH:36][C:35]([O:38][CH3:39])=[CH:34][CH:33]=2)(=[O:29])=[O:28])[CH:24]=[CH:25][CH:26]=1. (2) Given the product [CH3:16][CH:15]1[C:11]2[NH:10][N:9]=[C:8]([C:6]([OH:7])=[O:5])[C:12]=2[CH2:13][CH2:14]1, predict the reactants needed to synthesize it. The reactants are: [OH-].[Na+].C([O:5][C:6]([C:8]1[C:12]2[CH2:13][CH2:14][CH:15]([CH3:16])[C:11]=2[NH:10][N:9]=1)=[O:7])C. (3) Given the product [Br:1][C:2]1[CH:7]=[CH:6][C:5]([C:8]([OH:11])([CH3:9])[CH3:10])=[CH:4][C:3]=1[CH2:12][Br:13], predict the reactants needed to synthesize it. The reactants are: [Br:1][C:2]1[CH:7]=[CH:6][C:5]([C:8]([OH:11])([CH3:10])[CH3:9])=[CH:4][C:3]=1[CH3:12].[Br:13]N1C(=O)CCC1=O.C(OOC(=O)C1C=CC=CC=1)(=O)C1C=CC=CC=1. (4) Given the product [Br:1][C:2]1[CH:3]=[C:4]([S:10]([NH:15][CH3:14])(=[O:12])=[O:11])[CH:5]=[CH:6][C:7]=1[O:8][CH3:9], predict the reactants needed to synthesize it. The reactants are: [Br:1][C:2]1[CH:3]=[C:4]([S:10](Cl)(=[O:12])=[O:11])[CH:5]=[CH:6][C:7]=1[O:8][CH3:9].[CH3:14][NH2:15]. (5) Given the product [F:39][C:30]1[CH:29]=[C:28]([CH2:27][O:26][C:23]2[CH:22]=[CH:21][C:20]([CH2:19][C@@H:18]([CH3:40])[C:17]([OH:41])=[O:44])=[CH:25][CH:24]=2)[C:36]2[O:35][C:34]([CH3:37])([CH3:38])[CH2:33][C:32]=2[CH:31]=1, predict the reactants needed to synthesize it. The reactants are: [OH-].[Li+].OO.C([C@H]1N([C:17](=[O:41])[C@H:18]([CH3:40])[CH2:19][C:20]2[CH:25]=[CH:24][C:23]([O:26][CH2:27][C:28]3[C:36]4[O:35][C:34]([CH3:38])([CH3:37])[CH2:33][C:32]=4[CH:31]=[C:30]([F:39])[CH:29]=3)=[CH:22][CH:21]=2)C(=O)CC1)C1C=CC=CC=1.S([O-])([O-])=[O:44].[Na+].[Na+].